Dataset: Reaction yield outcomes from USPTO patents with 853,638 reactions. Task: Predict the reaction yield, written as a fraction of the theoretical maximum amount of product (1.0 means a 100% yield; for example, 0.34 means a 34% yield). (1) The reactants are [Cl:1][C:2]1[N:7]=[N:6][C:5]([C:8]([OH:10])=O)=[CH:4][CH:3]=1.ClC(Cl)(OC(=O)OC(Cl)(Cl)Cl)Cl.CCN(CC)CC.Cl.[CH3:31][NH:32][O:33][CH3:34]. The catalyst is C(Cl)Cl. The product is [Cl:1][C:2]1[N:7]=[N:6][C:5]([C:8]([N:32]([O:33][CH3:34])[CH3:31])=[O:10])=[CH:4][CH:3]=1. The yield is 0.860. (2) The reactants are [NH2:1][C:2]1[N:7]=[CH:6][N:5]=[C:4]2[N:8]([CH:12]([C:14]3[O:15][C:16]4[C:21]([C:22](=[O:31])[C:23]=3[C:24]3[CH:29]=[CH:28][CH:27]=[C:26]([F:30])[CH:25]=3)=[CH:20][CH:19]=[CH:18][CH:17]=4)[CH3:13])[N:9]=[C:10](I)[C:3]=12.[OH:32][CH2:33][C:34]1[CH:39]=[CH:38][CH:37]=[CH:36][C:35]=1B(O)O.C(=O)([O-])[O-].[Na+].[Na+].ClCCl. The catalyst is CN(C=O)C.C(O)C.O. The product is [NH2:1][C:2]1[N:7]=[CH:6][N:5]=[C:4]2[N:8]([CH:12]([C:14]3[O:15][C:16]4[C:21]([C:22](=[O:31])[C:23]=3[C:24]3[CH:29]=[CH:28][CH:27]=[C:26]([F:30])[CH:25]=3)=[CH:20][CH:19]=[CH:18][CH:17]=4)[CH3:13])[N:9]=[C:10]([C:35]3[CH:36]=[CH:37][CH:38]=[CH:39][C:34]=3[CH2:33][OH:32])[C:3]=12. The yield is 0.310. (3) The reactants are Cl[C:2]1[N:7]=[C:6]([S:8][CH3:9])[N:5]=[C:4]([NH:10][CH2:11][C:12]2[S:13][CH:14]=[CH:15][N:16]=2)[C:3]=1[F:17].O.[NH2:19][NH2:20]. The catalyst is CS(C)=O. The product is [F:17][C:3]1[C:2](=[N:19][NH2:20])[N:7]=[C:6]([S:8][CH3:9])[NH:5][C:4]=1[NH:10][CH2:11][C:12]1[S:13][CH:14]=[CH:15][N:16]=1. The yield is 0.290. (4) The product is [F:10][C:9]1[C:4]([CH:3]=[O:2])=[C:5]([NH:14][C:15]2[CH:20]=[CH:19][C:18]([I:21])=[CH:17][C:16]=2[F:22])[C:6]([N+:11]([O-:13])=[O:12])=[CH:7][CH:8]=1. The yield is 0.960. The catalyst is C1COCC1. The reactants are C[O:2][CH:3](OC)[C:4]1[C:9]([F:10])=[CH:8][CH:7]=[C:6]([N+:11]([O-:13])=[O:12])[C:5]=1[NH:14][C:15]1[CH:20]=[CH:19][C:18]([I:21])=[CH:17][C:16]=1[F:22].Cl. (5) The reactants are [NH2:1][C:2]1[CH:3]=[C:4]([CH:22]=[CH:23][CH:24]=1)[O:5][C:6]1[CH:7]=[CH:8][C:9]2[N:10]([CH:12]=[C:13]([NH:15][C:16](=[O:21])[CH2:17][CH:18]3[CH2:20][CH2:19]3)[N:14]=2)[N:11]=1.[CH3:25][N:26]1[C:30]([C:31](Cl)=[O:32])=[CH:29][C:28]([CH3:34])=[N:27]1.[CH3:35]N(C)C(=O)C. No catalyst specified. The product is [CH:18]1([CH2:17][C:16]([NH:15][C:13]2[N:14]=[C:9]3[CH:8]=[CH:7][C:6]([O:5][C:4]4[CH:22]=[CH:23][C:24]([CH3:35])=[C:2]([NH:1][C:31]([C:30]5[N:26]([CH3:25])[N:27]=[C:28]([CH3:34])[CH:29]=5)=[O:32])[CH:3]=4)=[N:11][N:10]3[CH:12]=2)=[O:21])[CH2:19][CH2:20]1. The yield is 0.610. (6) The reactants are [CH3:1][CH:2]([CH3:12])[C:3]([CH:5]1[CH2:10][CH2:9][CH2:8][CH2:7][C:6]1=O)=O.[NH:13]([CH2:15][C:16]1[CH:25]=[CH:24][C:19]([C:20]([O:22][CH3:23])=[O:21])=[CH:18][CH:17]=1)[NH2:14].C1(C)C=CC(S(O)(=O)=O)=CC=1. The catalyst is C1(C)C=CC=CC=1. The product is [CH3:1][CH:2]([C:3]1[C:5]2[CH2:10][CH2:9][CH2:8][CH2:7][C:6]=2[N:13]([CH2:15][C:16]2[CH:25]=[CH:24][C:19]([C:20]([O:22][CH3:23])=[O:21])=[CH:18][CH:17]=2)[N:14]=1)[CH3:12]. The yield is 0.0120. (7) The reactants are [Cl:1][C:2]1[CH:7]=[CH:6][C:5](B(O)O)=[CH:4][CH:3]=1.[C:11](=O)([O-])[O-].[K+].[K+].Br[C:18]1[S:22][C:21]([C:23]([O:25][CH3:26])=[O:24])=[C:20]([C:27]2[C:36]3[CH2:35][CH2:34][CH2:33][CH2:32][C:31]=3[C:30]([S:37](=[O:40])(=[O:39])[NH2:38])=[CH:29][CH:28]=2)[C:19]=1[CH3:41]. The catalyst is C1(C)C=CC=CC=1.C(O)C. The product is [Cl:1][C:2]1[CH:7]=[CH:6][C:5]([C:18]2[S:22][C:21]([C:23]([O:25][CH2:26][CH3:11])=[O:24])=[C:20]([C:27]3[C:36]4[CH2:35][CH2:34][CH2:33][CH2:32][C:31]=4[C:30]([S:37](=[O:40])(=[O:39])[NH2:38])=[CH:29][CH:28]=3)[C:19]=2[CH3:41])=[CH:4][CH:3]=1. The yield is 0.350.